The task is: Binary Classification. Given a T-cell receptor sequence (or CDR3 region) and an epitope sequence, predict whether binding occurs between them.. This data is from TCR-epitope binding with 47,182 pairs between 192 epitopes and 23,139 TCRs. (1) The epitope is KLMNIQQKL. The TCR CDR3 sequence is CARRSWGASEQFF. Result: 0 (the TCR does not bind to the epitope). (2) The epitope is LPRRSGAAGA. The TCR CDR3 sequence is CASSLSEQGRGYTF. Result: 1 (the TCR binds to the epitope). (3) The epitope is KLGGALQAK. The TCR CDR3 sequence is CASSMWGIGEAFF. Result: 1 (the TCR binds to the epitope). (4) The epitope is NQKLIANQF. The TCR CDR3 sequence is CATGTSPNEKLFF. Result: 0 (the TCR does not bind to the epitope). (5) The epitope is PROT_97E67BCC. The TCR CDR3 sequence is CASSQRTSGSDEQYF. Result: 1 (the TCR binds to the epitope).